From a dataset of Full USPTO retrosynthesis dataset with 1.9M reactions from patents (1976-2016). Predict the reactants needed to synthesize the given product. (1) Given the product [CH2:11]([N:8]1[C:6]2=[N:7][C:2]([C:26]3[CH:25]=[C:24]4[C:29](=[CH:28][CH:27]=3)[NH:30][CH:22]=[CH:23]4)=[N:3][C:4]([N:13]3[CH2:19][CH:18]4[O:20][CH:15]([CH2:16][CH2:17]4)[CH2:14]3)=[C:5]2[CH:10]=[N:9]1)[CH3:12], predict the reactants needed to synthesize it. The reactants are: Cl[C:2]1[N:7]=[C:6]2[N:8]([CH2:11][CH3:12])[N:9]=[CH:10][C:5]2=[C:4]([N:13]2[CH2:19][CH:18]3[O:20][CH:15]([CH2:16][CH2:17]3)[CH2:14]2)[N:3]=1.B(O)(O)[C:22]1[NH:30][C:29]2[C:24](=[CH:25][CH:26]=[CH:27][CH:28]=2)[CH:23]=1.Cl. (2) The reactants are: [Br:1][C:2]1[C:3]2[S:11][C:10]([C:12]3[CH:17]=[CH:16][CH:15]=[CH:14][CH:13]=3)=[CH:9][C:4]=2[C:5](=O)[NH:6][CH:7]=1.C(=O)([O-])[O-].[Na+].[Na+].P(Cl)(Cl)([Cl:26])=O. Given the product [Br:1][C:2]1[C:3]2[S:11][C:10]([C:12]3[CH:17]=[CH:16][CH:15]=[CH:14][CH:13]=3)=[CH:9][C:4]=2[C:5]([Cl:26])=[N:6][CH:7]=1, predict the reactants needed to synthesize it.